From a dataset of Forward reaction prediction with 1.9M reactions from USPTO patents (1976-2016). Predict the product of the given reaction. Given the reactants [CH3:1][N:2]1[CH2:7][CH2:6][NH:5][CH2:4][CH2:3]1.Cl.Cl[CH:10]([C:15]1[C:16](=[O:24])[C:17]([OH:23])=[C:18]([CH2:21][CH3:22])[NH:19][CH:20]=1)[C:11]([F:14])([F:13])[F:12], predict the reaction product. The product is: [CH2:21]([C:18]1[NH:19][CH:20]=[C:15]([CH:10]([N:5]2[CH2:6][CH2:7][N:2]([CH3:1])[CH2:3][CH2:4]2)[C:11]([F:14])([F:13])[F:12])[C:16](=[O:24])[C:17]=1[OH:23])[CH3:22].